From a dataset of Reaction yield outcomes from USPTO patents with 853,638 reactions. Predict the reaction yield, written as a fraction of the theoretical maximum amount of product (1.0 means a 100% yield; for example, 0.34 means a 34% yield). (1) The reactants are [OH:1][C:2]1[CH:11]=[CH:10][C:9]2[C:8](=[O:12])[CH2:7][CH2:6][CH2:5][C:4]=2[C:3]=1[CH2:13][S:14]([C:17]1[CH:18]=[C:19]([CH:24]=[CH:25][CH:26]=1)[C:20]([O:22][CH3:23])=[O:21])(=[O:16])=[O:15].[N:27]1([CH2:32][C@@H:33]([C:35]2[CH:40]=[CH:39][CH:38]=[CH:37][CH:36]=2)O)[CH:31]=[CH:30][N:29]=[CH:28]1.C1C=CC(P(C2C=CC=CC=2)C2C=CC=CC=2)=CC=1.N(C(OCC)=O)=NC(OCC)=O. No catalyst specified. The product is [N:27]1([CH2:32][C@@H:33]([O:1][C:2]2[CH:11]=[CH:10][C:9]3[C:8](=[O:12])[CH2:7][CH2:6][CH2:5][C:4]=3[C:3]=2[CH2:13][S:14]([C:17]2[CH:18]=[C:19]([CH:24]=[CH:25][CH:26]=2)[C:20]([O:22][CH3:23])=[O:21])(=[O:16])=[O:15])[C:35]2[CH:40]=[CH:39][CH:38]=[CH:37][CH:36]=2)[CH:31]=[CH:30][N:29]=[CH:28]1. The yield is 0.960. (2) The reactants are [F:1][C:2]1[CH:7]=[CH:6][CH:5]=[CH:4][C:3]=1[OH:8].[H-].[Na+].F[C:12]1[CH:17]=[CH:16][C:15]([N+:18]([O-:20])=[O:19])=[CH:14][CH:13]=1. The catalyst is CN(C)C=O.Cl[Cu]. The product is [F:1][C:2]1[CH:7]=[CH:6][CH:5]=[CH:4][C:3]=1[O:8][C:12]1[CH:17]=[CH:16][C:15]([N+:18]([O-:20])=[O:19])=[CH:14][CH:13]=1. The yield is 0.310. (3) The reactants are [Si:1]([O:8][CH2:9][C@:10]1([C:24]([O:26][C:27]([CH3:30])([CH3:29])[CH3:28])=[O:25])[CH2:14][C:13](=[O:15])[N:12]([C@@H:16]([C:18]2[CH:23]=[CH:22][CH:21]=[CH:20][CH:19]=2)[CH3:17])[CH2:11]1)([C:4]([CH3:7])([CH3:6])[CH3:5])([CH3:3])[CH3:2].IC.[CH3:33][Si]([N-][Si](C)(C)C)(C)C.[Li+].[Cl-].[NH4+]. The catalyst is O1CCCC1. The product is [Si:1]([O:8][CH2:9][C@:10]1([C:24]([O:26][C:27]([CH3:29])([CH3:28])[CH3:30])=[O:25])[CH:14]([CH3:33])[C:13](=[O:15])[N:12]([C@@H:16]([C:18]2[CH:19]=[CH:20][CH:21]=[CH:22][CH:23]=2)[CH3:17])[CH2:11]1)([C:4]([CH3:7])([CH3:5])[CH3:6])([CH3:3])[CH3:2]. The yield is 0.420. (4) The reactants are [CH3:1][N:2]1[C:10]2[C:5](=[CH:6][CH:7]=[CH:8][CH:9]=2)[CH:4]=[C:3]1[C:11]([NH:13][CH:14]1[CH2:16][CH2:15]1)=O.[H-].[H-].[H-].[H-].[Li+].[Al+3]. The catalyst is C1COCC1. The product is [CH3:1][N:2]1[C:10]2[C:5](=[CH:6][CH:7]=[CH:8][CH:9]=2)[CH:4]=[C:3]1[CH2:11][NH:13][CH2:14][CH2:15][CH3:16]. The yield is 0.330.